This data is from Full USPTO retrosynthesis dataset with 1.9M reactions from patents (1976-2016). The task is: Predict the reactants needed to synthesize the given product. (1) Given the product [CH2:17]([N:19]([CH2:1][C:3]1[CH:4]=[C:5]([CH:9]=[C:10]([CH3:12])[CH:11]=1)[C:6]([OH:8])=[O:7])[CH3:20])[CH3:18], predict the reactants needed to synthesize it. The reactants are: [CH:1]([C:3]1[CH:4]=[C:5]([CH:9]=[C:10]([CH3:12])[CH:11]=1)[C:6]([OH:8])=[O:7])=O.CC(O)=O.[CH2:17]([NH:19][CH3:20])[CH3:18].[BH-](OC(C)=O)(OC(C)=O)OC(C)=O.[Na+]. (2) Given the product [CH2:3]([O:10][C:11]1[C:16]([Cl:17])=[CH:15][C:14]([N+:18]([O-:20])=[O:19])=[C:13]([OH:1])[CH:12]=1)[C:4]1[CH:9]=[CH:8][CH:7]=[CH:6][CH:5]=1, predict the reactants needed to synthesize it. The reactants are: [OH-:1].[Na+].[CH2:3]([O:10][C:11]1[C:16]([Cl:17])=[CH:15][C:14]([N+:18]([O-:20])=[O:19])=[C:13](F)[CH:12]=1)[C:4]1[CH:9]=[CH:8][CH:7]=[CH:6][CH:5]=1. (3) The reactants are: [Cl:1][C:2]1[CH:3]=[CH:4][C:5]([F:26])=[C:6]([C:8]2[CH2:12][N:11]([C:13](=[O:18])[C:14]([CH3:17])([CH3:16])[NH2:15])[CH:10]([C:19]3[CH:24]=[CH:23][CH:22]=[C:21]([OH:25])[CH:20]=3)[CH:9]=2)[CH:7]=1.C(NCC)C. Given the product [Cl:1][C:2]1[CH:3]=[CH:4][C:5]([F:26])=[C:6]([C:8]2[CH2:12][N:11]([C:13](=[O:18])[C:14]([CH3:17])([CH3:16])[NH2:15])[C@H:10]([C:19]3[CH:24]=[CH:23][CH:22]=[C:21]([OH:25])[CH:20]=3)[CH:9]=2)[CH:7]=1, predict the reactants needed to synthesize it. (4) Given the product [BrH:7].[CH2:19]([N:26]1[CH2:31][CH2:30][C:29]([CH2:8][C:9](=[O:10])[C:11]2[CH:16]=[CH:15][C:14]([O:17][CH3:18])=[CH:13][CH:12]=2)([OH:32])[CH2:28][CH2:27]1)[C:20]1[CH:21]=[CH:22][CH:23]=[CH:24][CH:25]=1, predict the reactants needed to synthesize it. The reactants are: [Cl-].[Ce+3].[Cl-].[Cl-].[I-].[Na+].[Br:7][CH2:8][C:9]([C:11]1[CH:16]=[CH:15][C:14]([O:17][CH3:18])=[CH:13][CH:12]=1)=[O:10].[CH2:19]([N:26]1[CH2:31][CH2:30][C:29](=[O:32])[CH2:28][CH2:27]1)[C:20]1[CH:25]=[CH:24][CH:23]=[CH:22][CH:21]=1.Br.C(O)C.